From a dataset of Peptide-MHC class II binding affinity with 134,281 pairs from IEDB. Regression. Given a peptide amino acid sequence and an MHC pseudo amino acid sequence, predict their binding affinity value. This is MHC class II binding data. The peptide sequence is LRGLLSTFIAALMGA. The MHC is HLA-DPA10301-DPB10402 with pseudo-sequence HLA-DPA10301-DPB10402. The binding affinity (normalized) is 0.496.